From a dataset of NCI-60 drug combinations with 297,098 pairs across 59 cell lines. Regression. Given two drug SMILES strings and cell line genomic features, predict the synergy score measuring deviation from expected non-interaction effect. (1) Drug 1: CC1C(C(=O)NC(C(=O)N2CCCC2C(=O)N(CC(=O)N(C(C(=O)O1)C(C)C)C)C)C(C)C)NC(=O)C3=C4C(=C(C=C3)C)OC5=C(C(=O)C(=C(C5=N4)C(=O)NC6C(OC(=O)C(N(C(=O)CN(C(=O)C7CCCN7C(=O)C(NC6=O)C(C)C)C)C)C(C)C)C)N)C. Drug 2: CC1C(C(CC(O1)OC2CC(CC3=C2C(=C4C(=C3O)C(=O)C5=CC=CC=C5C4=O)O)(C(=O)C)O)N)O. Cell line: TK-10. Synergy scores: CSS=49.7, Synergy_ZIP=7.48, Synergy_Bliss=7.54, Synergy_Loewe=3.34, Synergy_HSA=6.40. (2) Drug 1: C1CCN(CC1)CCOC2=CC=C(C=C2)C(=O)C3=C(SC4=C3C=CC(=C4)O)C5=CC=C(C=C5)O. Drug 2: CCN(CC)CCCC(C)NC1=C2C=C(C=CC2=NC3=C1C=CC(=C3)Cl)OC. Cell line: NCI-H460. Synergy scores: CSS=8.35, Synergy_ZIP=3.19, Synergy_Bliss=5.22, Synergy_Loewe=-10.0, Synergy_HSA=1.66. (3) Drug 1: C1=CN(C(=O)N=C1N)C2C(C(C(O2)CO)O)O.Cl. Drug 2: C1=NC2=C(N=C(N=C2N1C3C(C(C(O3)CO)O)F)Cl)N. Cell line: ACHN. Synergy scores: CSS=52.6, Synergy_ZIP=3.76, Synergy_Bliss=3.71, Synergy_Loewe=5.44, Synergy_HSA=8.02. (4) Drug 1: CNC(=O)C1=NC=CC(=C1)OC2=CC=C(C=C2)NC(=O)NC3=CC(=C(C=C3)Cl)C(F)(F)F. Drug 2: CC1CCCC2(C(O2)CC(NC(=O)CC(C(C(=O)C(C1O)C)(C)C)O)C(=CC3=CSC(=N3)C)C)C. Cell line: 786-0. Synergy scores: CSS=47.2, Synergy_ZIP=8.83, Synergy_Bliss=8.58, Synergy_Loewe=-22.1, Synergy_HSA=6.85. (5) Drug 1: CS(=O)(=O)C1=CC(=C(C=C1)C(=O)NC2=CC(=C(C=C2)Cl)C3=CC=CC=N3)Cl. Drug 2: CC1CCC2CC(C(=CC=CC=CC(CC(C(=O)C(C(C(=CC(C(=O)CC(OC(=O)C3CCCCN3C(=O)C(=O)C1(O2)O)C(C)CC4CCC(C(C4)OC)OCCO)C)C)O)OC)C)C)C)OC. Cell line: SF-295. Synergy scores: CSS=42.3, Synergy_ZIP=0.404, Synergy_Bliss=0.468, Synergy_Loewe=-13.7, Synergy_HSA=1.77. (6) Drug 1: CC1=C(C=C(C=C1)C(=O)NC2=CC(=CC(=C2)C(F)(F)F)N3C=C(N=C3)C)NC4=NC=CC(=N4)C5=CN=CC=C5. Drug 2: CC1=C(N=C(N=C1N)C(CC(=O)N)NCC(C(=O)N)N)C(=O)NC(C(C2=CN=CN2)OC3C(C(C(C(O3)CO)O)O)OC4C(C(C(C(O4)CO)O)OC(=O)N)O)C(=O)NC(C)C(C(C)C(=O)NC(C(C)O)C(=O)NCCC5=NC(=CS5)C6=NC(=CS6)C(=O)NCCC[S+](C)C)O. Cell line: SF-295. Synergy scores: CSS=36.4, Synergy_ZIP=-0.370, Synergy_Bliss=-1.55, Synergy_Loewe=-16.9, Synergy_HSA=0.00446. (7) Drug 1: CCC1=CC2CC(C3=C(CN(C2)C1)C4=CC=CC=C4N3)(C5=C(C=C6C(=C5)C78CCN9C7C(C=CC9)(C(C(C8N6C)(C(=O)OC)O)OC(=O)C)CC)OC)C(=O)OC.C(C(C(=O)O)O)(C(=O)O)O. Drug 2: C1=C(C(=O)NC(=O)N1)F. Cell line: HL-60(TB). Synergy scores: CSS=75.6, Synergy_ZIP=3.32, Synergy_Bliss=3.60, Synergy_Loewe=2.71, Synergy_HSA=5.09.